From a dataset of Catalyst prediction with 721,799 reactions and 888 catalyst types from USPTO. Predict which catalyst facilitates the given reaction. (1) Reactant: [Cl:1][C:2]1[CH:20]=[CH:19][C:5]2[N:6]=[C:7]([NH:9][C:10]3[CH:18]=[CH:17][C:13]([C:14]([OH:16])=O)=[CH:12][CH:11]=3)[S:8][C:4]=2[CH:3]=1.C(Cl)CCl.C1C=CC2N(O)N=NC=2C=1.[NH:35]([C:37]1[N:47]=[CH:46][CH:45]=[CH:44][C:38]=1[C:39]([O:41][CH2:42][CH3:43])=[O:40])[NH2:36].C(N(CC)CC)C. Product: [Cl:1][C:2]1[CH:20]=[CH:19][C:5]2[N:6]=[C:7]([NH:9][C:10]3[CH:11]=[CH:12][C:13]([C:14]([NH:36][NH:35][C:37]4[N:47]=[CH:46][CH:45]=[CH:44][C:38]=4[C:39]([O:41][CH2:42][CH3:43])=[O:40])=[O:16])=[CH:17][CH:18]=3)[S:8][C:4]=2[CH:3]=1. The catalyst class is: 59. (2) Reactant: [Cl:1][C:2]1[CH:7]=[CH:6][CH:5]=[CH:4][C:3]=1[C:8]([N:10]=[C:11]=[S:12])=[O:9].[CH3:13][O:14][C:15]1[CH:16]=[C:17]2[C:22](=[CH:23][C:24]=1[O:25][CH3:26])[N:21]=[CH:20][CH:19]=[C:18]2[O:27][C:28]1[CH:34]=[CH:33][C:31]([NH2:32])=[C:30]([CH3:35])[CH:29]=1.C1(C)C=CC=CC=1. Product: [Cl:1][C:2]1[CH:7]=[CH:6][CH:5]=[CH:4][C:3]=1[C:8]([NH:10][C:11]([NH:32][C:31]1[CH:33]=[CH:34][C:28]([O:27][C:18]2[C:17]3[C:22](=[CH:23][C:24]([O:25][CH3:26])=[C:15]([O:14][CH3:13])[CH:16]=3)[N:21]=[CH:20][CH:19]=2)=[CH:29][C:30]=1[CH3:35])=[S:12])=[O:9]. The catalyst class is: 8. (3) Reactant: [C:1]([O:5][C:6]([C:8]1[CH:12]=[CH:11][N:10]([CH2:13][CH:14]([O:31]C(=O)C)[CH2:15][O:16][C:17]2[CH:22]=[CH:21][C:20]([CH2:23][CH2:24][CH2:25][CH2:26][CH2:27][CH2:28][CH2:29][CH3:30])=[CH:19][CH:18]=2)[CH:9]=1)=[O:7])([CH3:4])([CH3:3])[CH3:2].C[O-].[Na+]. Product: [C:1]([O:5][C:6]([C:8]1[CH:12]=[CH:11][N:10]([CH2:13][CH:14]([OH:31])[CH2:15][O:16][C:17]2[CH:18]=[CH:19][C:20]([CH2:23][CH2:24][CH2:25][CH2:26][CH2:27][CH2:28][CH2:29][CH3:30])=[CH:21][CH:22]=2)[CH:9]=1)=[O:7])([CH3:4])([CH3:3])[CH3:2]. The catalyst class is: 5.